From a dataset of Reaction yield outcomes from USPTO patents with 853,638 reactions. Predict the reaction yield, written as a fraction of the theoretical maximum amount of product (1.0 means a 100% yield; for example, 0.34 means a 34% yield). (1) The reactants are [CH3:1][O:2][C:3]1[CH:4]=[C:5]([CH:7]=[CH:8][CH:9]=1)[NH2:6].[N:10]([O-])=O.[Na+].C([O-])(=O)C.[Na+].[C:19]([CH2:22][C:23](=[O:25])[CH3:24])(=[O:21])[CH3:20]. The catalyst is C(O)(=O)C.Cl.O.C(O)C. The product is [CH3:1][O:2][C:3]1[CH:4]=[C:5]([NH:6][N:10]=[C:22]([C:23](=[O:25])[CH3:24])[C:19](=[O:21])[CH3:20])[CH:7]=[CH:8][CH:9]=1. The yield is 0.440. (2) The reactants are [CH3:1][Si:2]([CH3:44])([CH3:43])[CH2:3][CH2:4][O:5][C:6](=[O:42])[CH:7]([CH2:33][CH:34]=[CH:35][CH2:36][P:37]([OH:41])([O:39][CH3:40])=[O:38])[CH2:8][C:9]([CH3:32])=[CH:10][CH2:11][C:12]1[C:13]([O:25][CH2:26][CH2:27][Si:28]([CH3:31])([CH3:30])[CH3:29])=[C:14]2[C:18](=[C:19]([CH3:23])[C:20]=1[O:21][CH3:22])[CH2:17][O:16][C:15]2=[O:24].C1CN([P+](ON2N=NC3C=CC=CC2=3)(N2CCCC2)N2CCCC2)CC1.F[P-](F)(F)(F)(F)F.[C:78]([O:83][CH2:84][CH3:85])(=[O:82])[C@H:79]([CH3:81])O.CCN(C(C)C)C(C)C. The catalyst is CN(C=O)C. The product is [CH3:44][Si:2]([CH3:43])([CH3:1])[CH2:3][CH2:4][O:5][C:6](=[O:42])[CH:7]([CH2:33][CH:34]=[CH:35][CH2:36][P:37]([O:41][CH:79]([C:78]([O:83][CH2:84][CH3:85])=[O:82])[CH3:81])([O:39][CH3:40])=[O:38])[CH2:8][C:9]([CH3:32])=[CH:10][CH2:11][C:12]1[C:13]([O:25][CH2:26][CH2:27][Si:28]([CH3:31])([CH3:30])[CH3:29])=[C:14]2[C:18](=[C:19]([CH3:23])[C:20]=1[O:21][CH3:22])[CH2:17][O:16][C:15]2=[O:24]. The yield is 0.740. (3) The reactants are Cl[C:2]1[CH:7]=[CH:6][N:5]=[CH:4][C:3]=1[N+:8]([O-:10])=[O:9].[CH3:11][C@H:12]1[CH2:17][NH:16][CH2:15][C@@H:14]([NH:18][C:19](=[O:25])[O:20][C:21]([CH3:24])([CH3:23])[CH3:22])[CH2:13]1. The catalyst is C(O)(C)C. The product is [CH3:11][C@H:12]1[CH2:17][N:16]([C:2]2[CH:7]=[CH:6][N:5]=[CH:4][C:3]=2[N+:8]([O-:10])=[O:9])[CH2:15][C@@H:14]([NH:18][C:19](=[O:25])[O:20][C:21]([CH3:24])([CH3:23])[CH3:22])[CH2:13]1. The yield is 0.762. (4) The reactants are [CH2:1]([N:8]1[CH:16]=[C:15]2[C:10]([CH:11]=[C:12]([C:17]3[CH:18]=[C:19]([C:27]4[CH:32]=[CH:31][CH:30]=[C:29]([CH2:33]Br)[CH:28]=4)[N:20]4[C:25]=3[C:24]([NH2:26])=[N:23][CH:22]=[N:21]4)[CH:13]=[CH:14]2)=[N:9]1)[C:2]1[CH:7]=[CH:6][CH:5]=[CH:4][CH:3]=1.[NH:35]1[CH2:39][CH2:38][CH:37]([OH:40])[CH2:36]1.C(N(CC)CC)C. The catalyst is CN(C=O)C.[I-].[Na+]. The product is [NH2:26][C:24]1[C:25]2=[C:17]([C:12]3[CH:11]=[CH:10][C:15]4[C:14]([CH:13]=3)=[N:9][N:8]([CH2:1][C:2]3[CH:7]=[CH:6][CH:5]=[CH:4][CH:3]=3)[CH:16]=4)[CH:18]=[C:19]([C:27]3[CH:28]=[C:29]([CH:30]=[CH:31][CH:32]=3)[CH2:33][N:35]3[CH2:39][CH2:38][CH:37]([OH:40])[CH2:36]3)[N:20]2[N:21]=[CH:22][N:23]=1. The yield is 0.220. (5) The reactants are Br[C:2]1[S:6][C:5]2[C:7]3[S:8][C:9](Br)=[CH:10][C:11]=3[C:12]([CH2:19][CH2:20][CH2:21][CH2:22][CH3:23])=[C:13]([CH2:14][CH2:15][CH2:16][CH2:17][CH3:18])[C:4]=2[CH:3]=1.C(O[CH2:28][CH3:29])C. No catalyst specified. The product is [C:4]1([C:2]2[S:6][C:5]3[C:7]4[S:8][C:9]([C:29]5[CH:28]=[CH:17][CH:16]=[CH:15][CH:14]=5)=[CH:10][C:11]=4[C:12]([CH2:19][CH2:20][CH2:21][CH2:22][CH3:23])=[C:13]([CH2:14][CH2:15][CH2:16][CH2:17][CH3:18])[C:4]=3[CH:3]=2)[CH:13]=[CH:12][CH:11]=[CH:7][CH:5]=1. The yield is 0.670. (6) The reactants are [NH2:1][CH:2]([CH2:6][NH:7][C:8]([NH2:10])=[O:9])[C:3]([OH:5])=[O:4].Cl[C:12]([O:14][CH3:15])=[O:13]. The catalyst is O1CCOCC1.[OH-].[Na+]. The product is [NH2:10][C:8]([NH:7][CH2:6][C@@H:2]([C:3]([OH:5])=[O:4])[NH:1][C:12]([O:14][CH3:15])=[O:13])=[O:9]. The yield is 0.536.